This data is from Forward reaction prediction with 1.9M reactions from USPTO patents (1976-2016). The task is: Predict the product of the given reaction. Given the reactants OO.[OH:3][N:4]1[C:9]([CH3:11])([CH3:10])[CH2:8][CH:7]([CH2:12][CH2:13][CH2:14][CH2:15][NH:16][C:17]2[N:22]=[C:21]([NH:23][CH2:24][CH2:25][CH2:26][CH2:27][CH:28]3[CH2:33][C:32]([CH3:35])([CH3:34])[N:31]([OH:36])[C:30]([CH3:38])([CH3:37])[CH2:29]3)[N:20]=[C:19]([NH:39][CH2:40][CH2:41][CH2:42][CH2:43][CH:44]3[CH2:49][C:48]([CH3:51])([CH3:50])[N:47]([OH:52])[C:46]([CH3:54])([CH3:53])[CH2:45]3)[N:18]=2)[CH2:6][C:5]1([CH3:56])[CH3:55].[C:57]([OH:61])([CH3:60])([CH3:59])[CH3:58].S([O-])([O-])=O.[Na+].[Na+], predict the reaction product. The product is: [OH:61][C:57]([CH3:60])([CH3:59])[CH2:58][O:52][N:47]1[C:46]([CH3:54])([CH3:53])[CH2:45][CH:44]([CH2:43][CH2:42][CH2:41][CH2:40][NH:39][C:19]2[N:18]=[C:17]([NH:16][CH2:15][CH2:14][CH2:13][CH2:12][CH:7]3[CH2:6][C:5]([CH3:56])([CH3:55])[N:4]([O:3][CH2:58][C:57]([CH3:60])([OH:61])[CH3:59])[C:9]([CH3:11])([CH3:10])[CH2:8]3)[N:22]=[C:21]([NH:23][CH2:24][CH2:25][CH2:26][CH2:27][CH:28]3[CH2:33][C:32]([CH3:34])([CH3:35])[N:31]([O:36][CH2:58][C:57]([CH3:60])([OH:61])[CH3:59])[C:30]([CH3:38])([CH3:37])[CH2:29]3)[N:20]=2)[CH2:49][C:48]1([CH3:51])[CH3:50].